From a dataset of Serine/threonine kinase 33 screen with 319,792 compounds. Binary Classification. Given a drug SMILES string, predict its activity (active/inactive) in a high-throughput screening assay against a specified biological target. (1) The molecule is s1c2c(CCCC2)c(c1NC(=S)NC(=O)c1ccccc1)C(O)=O. The result is 0 (inactive). (2) The compound is Clc1ccc(S(=O)(=O)N(CC(=O)NCc2ncccc2)C)cc1. The result is 0 (inactive). (3) The compound is O1c2c(NC(=O)C1)cc(c1nc(cc(c1)c1ccc(OC)cc1)c1ccccc1)cc2. The result is 0 (inactive). (4) The compound is Brc1c(NC(=O)CSc2nc([nH]n2)N)ccc([N+]([O-])=O)c1. The result is 0 (inactive). (5) The compound is O(N\C=C1\C(=O)C=C(OC1=O)C)Cc1ccc(cc1)C. The result is 0 (inactive). (6) The drug is Fc1c(Cc2nc(on2)CN2CCN(CC2)c2c(cccc2)C)cccc1. The result is 0 (inactive). (7) The result is 0 (inactive). The compound is S(=O)(=O)(N(CCCC)C(=O)NC(=O)Nc1c(OCC)cccc1)C.